Dataset: Forward reaction prediction with 1.9M reactions from USPTO patents (1976-2016). Task: Predict the product of the given reaction. Given the reactants [CH3:1][C:2]1[CH:3]=[CH:4][CH:5]=[CH:6][C:7]=1[NH2:8].Cl[CH2:10][C:11](Cl)=[O:12].[CH2:14]([N:16]=[C:17]=[S:18])[CH3:15], predict the reaction product. The product is: [CH2:14](/[N:16]=[C:17]1\[S:18][CH2:10][C:11](=[O:12])[N:8]\1[C:7]1[CH:6]=[CH:5][CH:4]=[CH:3][C:2]=1[CH3:1])[CH3:15].